Dataset: Reaction yield outcomes from USPTO patents with 853,638 reactions. Task: Predict the reaction yield, written as a fraction of the theoretical maximum amount of product (1.0 means a 100% yield; for example, 0.34 means a 34% yield). (1) The reactants are [Cl:1][C:2]1[CH:8]=[CH:7][C:5]([NH2:6])=[CH:4][C:3]=1[C:9]([F:12])([F:11])[F:10].C(N(CC)CC)C.[C:20](Cl)(=[O:25])[C:21]([CH3:24])([CH3:23])[CH3:22]. The catalyst is C1COCC1. The product is [Cl:1][C:2]1[CH:8]=[CH:7][C:5]([NH:6][C:20](=[O:25])[C:21]([CH3:24])([CH3:23])[CH3:22])=[CH:4][C:3]=1[C:9]([F:10])([F:11])[F:12]. The yield is 0.950. (2) The reactants are [CH3:1][O:2][C:3]1[CH:12]=[C:11]2[C:6]([C:7](Cl)=[CH:8][CH:9]=[N:10]2)=[CH:5][C:4]=1[C:14]([NH2:16])=[O:15].CS(C)=O.[Cl:21][C:22]1[CH:27]=[C:26]([OH:28])[CH:25]=[CH:24][C:23]=1[NH:29][C:30]([NH:32][CH:33]1[CH2:35][CH2:34]1)=[O:31].CC(C)([O-])C.[K+]. The yield is 0.963. The product is [Cl:21][C:22]1[CH:27]=[C:26]([CH:25]=[CH:24][C:23]=1[NH:29][C:30]([NH:32][CH:33]1[CH2:34][CH2:35]1)=[O:31])[O:28][C:7]1[C:6]2[C:11](=[CH:12][C:3]([O:2][CH3:1])=[C:4]([C:14]([NH2:16])=[O:15])[CH:5]=2)[N:10]=[CH:9][CH:8]=1. The catalyst is O.O.CC(C)=O. (3) The reactants are [CH:1]1[C:15](=[O:16])[N:14]=[C:13]2[N:3]([C@@H:4]3[O:8][C@H:7]([CH2:9][OH:10])[C@@H:6]([OH:11])[C@@H:5]3[O:12]2)[CH:2]=1.[CH:17]1[C:26]2[C:21](=[CH:22][CH:23]=[CH:24][CH:25]=2)[CH:20]=[CH:19][C:18]=1[OH:27]. No catalyst specified. The product is [CH:17]1[C:26]2[C:21](=[CH:22][CH:23]=[CH:24][CH:25]=2)[CH:20]=[CH:19][C:18]=1[O:27][C@@H:5]1[C@H:6]([OH:11])[C@@H:7]([CH2:9][OH:10])[O:8][C@H:4]1[N:3]1[CH:2]=[CH:1][C:15](=[O:16])[NH:14][C:13]1=[O:12]. The yield is 0.250.